From a dataset of NCI-60 drug combinations with 297,098 pairs across 59 cell lines. Regression. Given two drug SMILES strings and cell line genomic features, predict the synergy score measuring deviation from expected non-interaction effect. (1) Drug 1: C1=C(C(=O)NC(=O)N1)N(CCCl)CCCl. Drug 2: C(CN)CNCCSP(=O)(O)O. Cell line: MALME-3M. Synergy scores: CSS=2.87, Synergy_ZIP=-4.35, Synergy_Bliss=0.502, Synergy_Loewe=-14.3, Synergy_HSA=-3.32. (2) Drug 1: C1CCC(C1)C(CC#N)N2C=C(C=N2)C3=C4C=CNC4=NC=N3. Drug 2: CC1=C(N=C(N=C1N)C(CC(=O)N)NCC(C(=O)N)N)C(=O)NC(C(C2=CN=CN2)OC3C(C(C(C(O3)CO)O)O)OC4C(C(C(C(O4)CO)O)OC(=O)N)O)C(=O)NC(C)C(C(C)C(=O)NC(C(C)O)C(=O)NCCC5=NC(=CS5)C6=NC(=CS6)C(=O)NCCC[S+](C)C)O. Cell line: OVCAR-4. Synergy scores: CSS=-0.00650, Synergy_ZIP=-3.08, Synergy_Bliss=-7.17, Synergy_Loewe=-15.5, Synergy_HSA=-7.33. (3) Drug 1: CCC1=CC2CC(C3=C(CN(C2)C1)C4=CC=CC=C4N3)(C5=C(C=C6C(=C5)C78CCN9C7C(C=CC9)(C(C(C8N6C)(C(=O)OC)O)OC(=O)C)CC)OC)C(=O)OC.C(C(C(=O)O)O)(C(=O)O)O. Drug 2: C1CCC(CC1)NC(=O)N(CCCl)N=O. Cell line: HCT116. Synergy scores: CSS=25.1, Synergy_ZIP=-8.89, Synergy_Bliss=-8.45, Synergy_Loewe=-22.0, Synergy_HSA=-4.87. (4) Drug 2: CCC1(CC2CC(C3=C(CCN(C2)C1)C4=CC=CC=C4N3)(C5=C(C=C6C(=C5)C78CCN9C7C(C=CC9)(C(C(C8N6C=O)(C(=O)OC)O)OC(=O)C)CC)OC)C(=O)OC)O.OS(=O)(=O)O. Cell line: HCT116. Synergy scores: CSS=25.8, Synergy_ZIP=-1.60, Synergy_Bliss=-7.08, Synergy_Loewe=-60.2, Synergy_HSA=-17.6. Drug 1: C1=CC(=CC=C1C#N)C(C2=CC=C(C=C2)C#N)N3C=NC=N3. (5) Drug 1: CCC(=C(C1=CC=CC=C1)C2=CC=C(C=C2)OCCN(C)C)C3=CC=CC=C3.C(C(=O)O)C(CC(=O)O)(C(=O)O)O. Drug 2: C1=CC=C(C=C1)NC(=O)CCCCCCC(=O)NO. Cell line: TK-10. Synergy scores: CSS=5.52, Synergy_ZIP=-5.37, Synergy_Bliss=-3.57, Synergy_Loewe=-14.9, Synergy_HSA=-5.29. (6) Drug 1: COC1=NC(=NC2=C1N=CN2C3C(C(C(O3)CO)O)O)N. Drug 2: C1=CN(C=N1)CC(O)(P(=O)(O)O)P(=O)(O)O. Cell line: NCI-H226. Synergy scores: CSS=0.115, Synergy_ZIP=-0.612, Synergy_Bliss=-1.10, Synergy_Loewe=-0.298, Synergy_HSA=-0.538. (7) Drug 1: CC1=C(C(=CC=C1)Cl)NC(=O)C2=CN=C(S2)NC3=CC(=NC(=N3)C)N4CCN(CC4)CCO. Drug 2: CC(C)(C#N)C1=CC(=CC(=C1)CN2C=NC=N2)C(C)(C)C#N. Cell line: UACC-257. Synergy scores: CSS=0.628, Synergy_ZIP=0.0683, Synergy_Bliss=1.40, Synergy_Loewe=-1.14, Synergy_HSA=-0.889. (8) Drug 2: CC1=C(C(=O)C2=C(C1=O)N3CC4C(C3(C2COC(=O)N)OC)N4)N. Drug 1: CC1=C2C(C(=O)C3(C(CC4C(C3C(C(C2(C)C)(CC1OC(=O)C(C(C5=CC=CC=C5)NC(=O)OC(C)(C)C)O)O)OC(=O)C6=CC=CC=C6)(CO4)OC(=O)C)O)C)O. Cell line: HL-60(TB). Synergy scores: CSS=92.5, Synergy_ZIP=5.75, Synergy_Bliss=4.80, Synergy_Loewe=7.22, Synergy_HSA=9.37.